This data is from Full USPTO retrosynthesis dataset with 1.9M reactions from patents (1976-2016). The task is: Predict the reactants needed to synthesize the given product. (1) The reactants are: [Cl:1][C:2]1[CH:3]=[C:4]([C@@H:8]2[C@@H:13]([C:14]3[CH:19]=[CH:18][C:17]([Cl:20])=[CH:16][CH:15]=3)[N:12]([N:21]([CH2:24][CH3:25])[CH2:22][CH3:23])[C:11](=[O:26])[C@:10]([CH2:28][C:29]([O:31]C)=[O:30])([CH3:27])[CH2:9]2)[CH:5]=[CH:6][CH:7]=1.[OH-].[Li+]. Given the product [Cl:1][C:2]1[CH:3]=[C:4]([C@@H:8]2[C@@H:13]([C:14]3[CH:19]=[CH:18][C:17]([Cl:20])=[CH:16][CH:15]=3)[N:12]([N:21]([CH2:22][CH3:23])[CH2:24][CH3:25])[C:11](=[O:26])[C@:10]([CH2:28][C:29]([OH:31])=[O:30])([CH3:27])[CH2:9]2)[CH:5]=[CH:6][CH:7]=1, predict the reactants needed to synthesize it. (2) Given the product [F:1][C:2]1[CH:21]=[CH:20][C:5]2[C:6]([C:9]3[CH:10]=[CH:11][C:12]([O:15][CH2:16][C@H:17]([OH:18])[CH2:19][N:26]4[CH2:27][CH2:28][N:23]([CH3:22])[CH2:24][CH2:25]4)=[CH:13][CH:14]=3)=[N:7][O:8][C:4]=2[CH:3]=1, predict the reactants needed to synthesize it. The reactants are: [F:1][C:2]1[CH:21]=[CH:20][C:5]2[C:6]([C:9]3[CH:14]=[CH:13][C:12]([O:15][CH2:16][C@H:17]4[CH2:19][O:18]4)=[CH:11][CH:10]=3)=[N:7][O:8][C:4]=2[CH:3]=1.[CH3:22][N:23]1[CH2:28][CH2:27][NH:26][CH2:25][CH2:24]1. (3) Given the product [F:1][C:2]1([F:10])[CH2:6][O:5][C@:4]([CH3:7])([C:8]([OH:13])=[O:9])[CH2:3]1, predict the reactants needed to synthesize it. The reactants are: [F:1][C:2]1([F:10])[CH2:6][O:5][C@@:4]([CH2:8][OH:9])([CH3:7])[CH2:3]1.CC(C)=[O:13].OS(O)(=O)=O.O=[Cr](=O)=O. (4) Given the product [Br:1][C:2]1[CH:7]=[C:6]([NH:16][CH2:15][C:14]2[CH:17]=[CH:18][CH:19]=[C:20]([Cl:21])[C:13]=2[Cl:12])[C:5]([N+:9]([O-:11])=[O:10])=[CH:4][N:3]=1, predict the reactants needed to synthesize it. The reactants are: [Br:1][C:2]1[CH:7]=[C:6](Br)[C:5]([N+:9]([O-:11])=[O:10])=[CH:4][N:3]=1.[Cl:12][C:13]1[C:20]([Cl:21])=[CH:19][CH:18]=[CH:17][C:14]=1[CH2:15][NH2:16].C(N(C(C)C)CC)(C)C.O. (5) Given the product [CH3:1][O:2][C:3]1[CH:8]=[CH:7][C:6]([NH2:9])=[CH:5][C:4]=1[C:13]1[N:17]([CH3:18])[N:16]=[CH:15][C:14]=1[Br:19], predict the reactants needed to synthesize it. The reactants are: [CH3:1][O:2][C:3]1[CH:8]=[CH:7][C:6]([NH:9]C(=O)C)=[CH:5][C:4]=1[C:13]1[N:17]([CH3:18])[N:16]=[CH:15][C:14]=1[Br:19].BrN1C(=O)CCC1=O.COC1C=CC(NC(=O)C)=CC=1C1N(C)N=CC=1.[OH-].[Na+]. (6) Given the product [CH:1]1([CH:4]([O:5][S:27]([CH3:26])(=[O:29])=[O:28])[C:6]2[CH:10]=[C:9]([C:11]3[CH:16]=[C:15]([CH3:17])[CH:14]=[CH:13][C:12]=3[F:18])[O:8][N:7]=2)[CH2:2][CH2:3]1, predict the reactants needed to synthesize it. The reactants are: [CH:1]1([CH:4]([C:6]2[CH:10]=[C:9]([C:11]3[CH:16]=[C:15]([CH3:17])[CH:14]=[CH:13][C:12]=3[F:18])[O:8][N:7]=2)[OH:5])[CH2:3][CH2:2]1.C(N(CC)CC)C.[CH3:26][S:27](Cl)(=[O:29])=[O:28]. (7) Given the product [CH3:21][C:22]1[CH:23]=[C:24]([CH:27]=[CH:28][C:29]=1[CH3:30])[CH2:25][N:1]1[CH2:6][CH2:5][CH:4]([NH:7][C:8]2[C:17]3[C:12](=[CH:13][CH:14]=[C:15]([CH:18]=[CH2:19])[CH:16]=3)[O:11][C:10](=[O:20])[CH:9]=2)[CH2:3][CH2:2]1, predict the reactants needed to synthesize it. The reactants are: [NH:1]1[CH2:6][CH2:5][CH:4]([NH:7][C:8]2[C:17]3[C:12](=[CH:13][CH:14]=[C:15]([CH:18]=[CH2:19])[CH:16]=3)[O:11][C:10](=[O:20])[CH:9]=2)[CH2:3][CH2:2]1.[CH3:21][C:22]1[CH:23]=[C:24]([CH:27]=[CH:28][C:29]=1[CH3:30])[CH:25]=O. (8) The reactants are: [CH2:1]([C:3]1[NH:4][C:5]2[CH:11]=[CH:10][CH:9]=[CH:8][C:6]=2[N:7]=1)[CH3:2].Cl[C:13]1[N:21]=[C:20]2[C:16]([N:17]=[C:18]([CH2:23][N:24]3[CH2:27][CH:26]([OH:28])[CH2:25]3)[N:19]2[CH3:22])=[C:15]([N:29]2[CH2:34][CH2:33][O:32][CH2:31][CH2:30]2)[N:14]=1. Given the product [CH2:1]([C:3]1[N:4]([C:13]2[N:21]=[C:20]3[C:16]([N:17]=[C:18]([CH2:23][N:24]4[CH2:25][CH:26]([OH:28])[CH2:27]4)[N:19]3[CH3:22])=[C:15]([N:29]3[CH2:30][CH2:31][O:32][CH2:33][CH2:34]3)[N:14]=2)[C:5]2[CH:11]=[CH:10][CH:9]=[CH:8][C:6]=2[N:7]=1)[CH3:2], predict the reactants needed to synthesize it.